From a dataset of Full USPTO retrosynthesis dataset with 1.9M reactions from patents (1976-2016). Predict the reactants needed to synthesize the given product. (1) Given the product [CH3:1][C@H:2]1[CH2:7][O:6][CH2:5][CH2:4][N:3]1[C:8]1[CH:13]=[C:12]([CH2:14][S:15]([CH3:18])(=[O:17])=[O:16])[N:11]=[C:10]([C:19]2[CH:27]=[C:26]3[C:22]([CH:23]=[C:24]([C:28]([OH:30])=[O:29])[NH:25]3)=[CH:21][CH:20]=2)[N:9]=1, predict the reactants needed to synthesize it. The reactants are: [CH3:1][C@H:2]1[CH2:7][O:6][CH2:5][CH2:4][N:3]1[C:8]1[CH:13]=[C:12]([CH2:14][S:15]([CH3:18])(=[O:17])=[O:16])[N:11]=[C:10]([C:19]2[CH:27]=[C:26]3[C:22]([CH:23]=[C:24]([C:28]([O:30]CC)=[O:29])[NH:25]3)=[CH:21][CH:20]=2)[N:9]=1. (2) Given the product [Cl:22][C:5]1[C:6]([NH:8][C:9]2[CH:14]=[CH:13][C:12]([O:15][CH3:16])=[CH:11][C:10]=2[NH:17][S:18]([CH3:21])(=[O:20])=[O:19])=[N:7][C:2]([NH:26][C:25]2[CH:27]=[C:28]([O:33][CH3:34])[C:29]([O:31][CH3:32])=[CH:30][C:24]=2[Cl:23])=[N:3][CH:4]=1, predict the reactants needed to synthesize it. The reactants are: Cl[C:2]1[N:7]=[C:6]([NH:8][C:9]2[CH:14]=[CH:13][C:12]([O:15][CH3:16])=[CH:11][C:10]=2[NH:17][S:18]([CH3:21])(=[O:20])=[O:19])[C:5]([Cl:22])=[CH:4][N:3]=1.[Cl:23][C:24]1[CH:30]=[C:29]([O:31][CH3:32])[C:28]([O:33][CH3:34])=[CH:27][C:25]=1[NH2:26]. (3) Given the product [CH3:17][C:18]1[C:22]([CH:23]([OH:37])[C:24]2[O:25][C:26]3[CH:32]=[CH:31][C:30]([CH2:33][C:34]([NH:10][C@H:9]([C:3]4[C:2]([CH3:1])=[CH:7][C:6]([CH3:8])=[CH:5][N:4]=4)[C:11]4[CH:16]=[CH:15][CH:14]=[CH:13][CH:12]=4)=[O:35])=[CH:29][C:27]=3[CH:28]=2)=[C:21]([CH3:38])[O:20][N:19]=1, predict the reactants needed to synthesize it. The reactants are: [CH3:1][C:2]1[C:3]([C@H:9]([C:11]2[CH:16]=[CH:15][CH:14]=[CH:13][CH:12]=2)[NH2:10])=[N:4][CH:5]=[C:6]([CH3:8])[CH:7]=1.[CH3:17][C:18]1[C:22]([CH:23]([OH:37])[C:24]2[O:25][C:26]3[CH:32]=[CH:31][C:30]([CH2:33][C:34](O)=[O:35])=[CH:29][C:27]=3[CH:28]=2)=[C:21]([CH3:38])[O:20][N:19]=1.C(OCC#N)(C)C. (4) The reactants are: [CH2:1]([NH:8][C:9]1[CH:14]=[CH:13][C:12]([N+:15]([O-])=O)=[CH:11][N:10]=1)[C:2]1[CH:7]=[CH:6][CH:5]=[CH:4][CH:3]=1. Given the product [CH2:1]([NH:8][C:9]1[CH:14]=[CH:13][C:12]([NH2:15])=[CH:11][N:10]=1)[C:2]1[CH:3]=[CH:4][CH:5]=[CH:6][CH:7]=1, predict the reactants needed to synthesize it. (5) Given the product [C:24]([O:23][C:21]([N:10]1[CH2:11][C@H:7]([C:1]2[CH:2]=[CH:3][CH:4]=[CH:5][CH:6]=2)[C@@H:8]([CH2:12][OH:13])[CH2:9]1)=[O:22])([CH3:27])([CH3:26])[CH3:25], predict the reactants needed to synthesize it. The reactants are: [C:1]1([C@H:7]2[CH2:11][NH:10][CH2:9][C@@H:8]2[CH2:12][OH:13])[CH:6]=[CH:5][CH:4]=[CH:3][CH:2]=1.C(N(CC)CC)C.[C:21](O[C:21]([O:23][C:24]([CH3:27])([CH3:26])[CH3:25])=[O:22])([O:23][C:24]([CH3:27])([CH3:26])[CH3:25])=[O:22]. (6) Given the product [C:3]([O:7][C:8](=[O:18])[CH2:9][CH2:10][CH2:11][N:12]([CH2:14][C@@H:15]([O:17][C:20]1[C:21]2[C:28]([C:29]3[CH:30]=[CH:31][C:32]([O:35][CH3:36])=[CH:33][CH:34]=3)=[C:27]([C:37]3[CH:42]=[CH:41][CH:40]=[CH:39][C:38]=3[F:43])[O:26][C:22]=2[N:23]=[CH:24][N:25]=1)[CH3:16])[CH3:13])([CH3:4])([CH3:6])[CH3:5], predict the reactants needed to synthesize it. The reactants are: [H-].[Na+].[C:3]([O:7][C:8](=[O:18])[CH2:9][CH2:10][CH2:11][N:12]([CH2:14][C@@H:15]([OH:17])[CH3:16])[CH3:13])([CH3:6])([CH3:5])[CH3:4].Cl[C:20]1[C:21]2[C:28]([C:29]3[CH:34]=[CH:33][C:32]([O:35][CH3:36])=[CH:31][CH:30]=3)=[C:27]([C:37]3[CH:42]=[CH:41][CH:40]=[CH:39][C:38]=3[F:43])[O:26][C:22]=2[N:23]=[CH:24][N:25]=1.O. (7) Given the product [C:10]([C@@H:9]([NH:8][C:6](=[O:7])[O:5][C:1]([CH3:4])([CH3:3])[CH3:2])[CH2:13][C:14]1[CH:19]=[CH:18][C:17]([C:20]2[CH:25]=[CH:24][CH:23]=[C:22]([CH3:26])[CH:21]=2)=[CH:16][CH:15]=1)#[N:35], predict the reactants needed to synthesize it. The reactants are: [C:1]([O:5][C:6]([NH:8][C@@H:9]([CH2:13][C:14]1[CH:19]=[CH:18][C:17]([C:20]2[CH:25]=[CH:24][CH:23]=[C:22]([CH3:26])[CH:21]=2)=[CH:16][CH:15]=1)[C:10](O)=O)=[O:7])([CH3:4])([CH3:3])[CH3:2].ClC(OCC)=O.C([N:35](CC)CC)C.C(OC(C(F)(F)F)=O)(C(F)(F)F)=O.N1C=CC=CC=1. (8) Given the product [CH:16]1([N:7]2[CH2:8][C:9]([F:15])([F:14])[C:10](=[O:13])[N:11]([CH3:12])[C:5]3[CH:4]=[N:3][C:2]([NH:33][C:34]4[CH:50]=[CH:49][C:37]([C:38]([NH:40][CH:41]5[CH2:42][CH2:43][N:44]([CH2:47][CH3:48])[CH2:45][CH2:46]5)=[O:39])=[CH:36][C:35]=4[O:51][CH3:52])=[N:20][C:6]2=3)[CH2:19][CH2:18][CH2:17]1, predict the reactants needed to synthesize it. The reactants are: Cl[C:2]1[N:3]=[CH:4][C:5]2[N:11]([CH3:12])[C:10](=[O:13])[C:9]([F:15])([F:14])[CH2:8][N:7]([CH:16]3[CH2:19][CH2:18][CH2:17]3)[C:6]=2[N:20]=1.O.C1(C)C(S(O)(=O)=O)=CC=CC=1.[NH2:33][C:34]1[CH:50]=[CH:49][C:37]([C:38]([NH:40][CH:41]2[CH2:46][CH2:45][N:44]([CH2:47][CH3:48])[CH2:43][CH2:42]2)=[O:39])=[CH:36][C:35]=1[O:51][CH3:52].